The task is: Predict the reactants needed to synthesize the given product.. This data is from Full USPTO retrosynthesis dataset with 1.9M reactions from patents (1976-2016). (1) Given the product [Cl:37][C:5]1[CH:4]=[C:3]([C:1]#[N:2])[CH:8]=[CH:7][C:6]=1[N:9]([CH2:17][C:18]1[C:23](=[O:24])[CH2:22][CH2:21][CH2:20][C:19]=1[NH:25][C:26]1[CH:31]=[CH:30][CH:29]=[C:28]([C:32]([F:35])([F:34])[F:33])[CH:27]=1)[C:10](=[O:16])[O:11][C:12]([CH3:15])([CH3:14])[CH3:13], predict the reactants needed to synthesize it. The reactants are: [C:1]([C:3]1[CH:8]=[CH:7][C:6]([N:9]([CH2:17][C:18]2[C:23](=[O:24])[CH2:22][CH2:21][CH2:20][C:19]=2[NH:25][C:26]2[CH:31]=[CH:30][CH:29]=[C:28]([C:32]([F:35])([F:34])[F:33])[CH:27]=2)[C:10](=[O:16])[O:11][C:12]([CH3:15])([CH3:14])[CH3:13])=[C:5](C)[CH:4]=1)#[N:2].[Cl:37]C1C=C(C=CC=1C=O)C#N. (2) The reactants are: [H-].[Na+].[CH3:3][CH:4]([C:10]([O:12][CH2:13][CH3:14])=[O:11])[C:5]([O:7][CH2:8][CH3:9])=[O:6].[Cl:15][C:16]1[N:17]=[N:18][C:19](Cl)=[CH:20][CH:21]=1. Given the product [Cl:15][C:16]1[N:17]=[N:18][C:19]([C:4]([CH3:3])([C:5]([O:7][CH2:8][CH3:9])=[O:6])[C:10]([O:12][CH2:13][CH3:14])=[O:11])=[CH:20][CH:21]=1, predict the reactants needed to synthesize it. (3) Given the product [CH2:26]([O:28][C:29](=[O:40])[C@@H:30]([NH:39][C:14]([C:12]1[N:11]=[N:10][N:9]([CH2:8][CH2:7][NH:6][C:4](=[O:5])[C:3]2[CH:17]=[CH:18][C:19]([C:21]([F:24])([F:23])[F:22])=[CH:20][C:2]=2[F:1])[CH:13]=1)=[O:16])[CH2:31][CH2:32][C:33]1[CH:38]=[CH:37][CH:36]=[CH:35][CH:34]=1)[CH3:27], predict the reactants needed to synthesize it. The reactants are: [F:1][C:2]1[CH:20]=[C:19]([C:21]([F:24])([F:23])[F:22])[CH:18]=[CH:17][C:3]=1[C:4]([NH:6][CH2:7][CH2:8][N:9]1[CH:13]=[C:12]([C:14]([OH:16])=O)[N:11]=[N:10]1)=[O:5].Cl.[CH2:26]([O:28][C:29](=[O:40])[C@@H:30]([NH2:39])[CH2:31][CH2:32][C:33]1[CH:38]=[CH:37][CH:36]=[CH:35][CH:34]=1)[CH3:27].